This data is from Reaction yield outcomes from USPTO patents with 853,638 reactions. The task is: Predict the reaction yield, written as a fraction of the theoretical maximum amount of product (1.0 means a 100% yield; for example, 0.34 means a 34% yield). (1) The reactants are I[C:2]1[C:10]2[C:5](=[CH:6][CH:7]=[C:8]([C:11]([O:13][CH3:14])=O)[CH:9]=2)[NH:4]N=1.Cl[CH2:16]Cl.[OH-:18].[NH4+:19].[Cl-].[NH4+:21]. The catalyst is [C-]#N.[Zn+2].[C-]#N.[Zn].Cl[Pd]Cl.C1(P(C2C=CC=CC=2)[C-]2C=CC=C2)C=CC=CC=1.[C-]1(P(C2C=CC=CC=2)C2C=CC=CC=2)C=CC=C1.[Fe+2].[Cu]I.CN(C)C(=O)C. The product is [C:16]([C:2]1[C:10]2[C:5](=[CH:6][CH:7]=[C:8]([C:11]([O:13][CH3:14])=[O:18])[CH:9]=2)[NH:4][N:21]=1)#[N:19]. The yield is 0.650. (2) The product is [CH2:1]([N:8]1[C:16]2[C:11](=[CH:12][C:13]([O:17][CH3:18])=[CH:14][CH:15]=2)[CH2:10][C:9]1=[O:20])[C:2]1[CH:7]=[CH:6][CH:5]=[CH:4][CH:3]=1. The yield is 0.850. The catalyst is CS(C)=O.O.CCOC(C)=O. The reactants are [CH2:1]([N:8]1[C:16]2[C:11](=[CH:12][C:13]([O:17][CH3:18])=[CH:14][CH:15]=2)[C:10](=O)[C:9]1=[O:20])[C:2]1[CH:7]=[CH:6][CH:5]=[CH:4][CH:3]=1.O.NN. (3) The reactants are C([O-])(=O)C.[Na+].[OH:6][C:7]1[C:12]([C:13]#[N:14])=[C:11]([C:15]([F:18])([F:17])[F:16])[CH:10]=[C:9]([CH3:19])[N:8]=1. The catalyst is [Pd].[Pt](=O)=O.C(O)(=O)C. The product is [NH2:14][CH2:13][C:12]1[C:7](=[O:6])[NH:8][C:9]([CH3:19])=[CH:10][C:11]=1[C:15]([F:16])([F:17])[F:18]. The yield is 0.400. (4) The reactants are [F:1][C:2]([F:27])([F:26])[C:3]1[CH:8]=[CH:7][CH:6]=[CH:5][C:4]=1[C:9]1[CH:14]=[CH:13][N:12]2[N:15]=[CH:16][C:17]([NH:18]C(=O)OC(C)(C)C)=[C:11]2[N:10]=1.[ClH:28].O1CCOCC1. No catalyst specified. The product is [ClH:28].[F:27][C:2]([F:1])([F:26])[C:3]1[CH:8]=[CH:7][CH:6]=[CH:5][C:4]=1[C:9]1[CH:14]=[CH:13][N:12]2[N:15]=[CH:16][C:17]([NH2:18])=[C:11]2[N:10]=1. The yield is 1.00. (5) The reactants are [C:1]([O:5][C:6]([N:8]([C:61]([O:63][C:64]([CH3:67])([CH3:66])[CH3:65])=[O:62])[C:9]1[N:10]=[CH:11][C:12]([C:32]2[CH:60]=[CH:59][C:35]([CH2:36][NH:37][CH:38]3[CH2:43][CH2:42][N:41]([C:44]([O:46][C:47]([CH3:50])([CH3:49])[CH3:48])=[O:45])[C@@H:40]([C:51]([O:53][CH:54]4[CH2:58][CH2:57][CH2:56][CH2:55]4)=[O:52])[CH2:39]3)=[CH:34][CH:33]=2)=[N:13][C:14]=1[N:15]([C:25]([O:27][C:28]([CH3:31])([CH3:30])[CH3:29])=[O:26])[CH2:16][C:17]1[C:22]([Cl:23])=[CH:21][CH:20]=[CH:19][C:18]=1[Cl:24])=[O:7])([CH3:4])([CH3:3])[CH3:2].C(N(CC)CC)C.[C:75](Cl)(=[O:77])[CH3:76].C([O-])(O)=O.[Na+]. The catalyst is C(Cl)Cl. The product is [C:75]([N:37]([CH2:36][C:35]1[CH:59]=[CH:60][C:32]([C:12]2[CH:11]=[N:10][C:9]([N:8]([C:61]([O:63][C:64]([CH3:67])([CH3:66])[CH3:65])=[O:62])[C:6]([O:5][C:1]([CH3:2])([CH3:3])[CH3:4])=[O:7])=[C:14]([N:15]([C:25]([O:27][C:28]([CH3:29])([CH3:30])[CH3:31])=[O:26])[CH2:16][C:17]3[C:18]([Cl:24])=[CH:19][CH:20]=[CH:21][C:22]=3[Cl:23])[N:13]=2)=[CH:33][CH:34]=1)[CH:38]1[CH2:43][CH2:42][N:41]([C:44]([O:46][C:47]([CH3:50])([CH3:49])[CH3:48])=[O:45])[C@@H:40]([C:51]([O:53][CH:54]2[CH2:58][CH2:57][CH2:56][CH2:55]2)=[O:52])[CH2:39]1)(=[O:77])[CH3:76]. The yield is 0.770.